Task: Predict which catalyst facilitates the given reaction.. Dataset: Catalyst prediction with 721,799 reactions and 888 catalyst types from USPTO (1) Reactant: FC(F)(F)S(O[C:7]1[C:12]2[CH:13]=[N:14][N:15](COCC[Si](C)(C)C)[C:11]=2[CH:10]=[C:9]([C:24]2[CH:29]=[C:28]([F:30])[C:27]([O:31]COCC[Si](C)(C)C)=[CH:26][C:25]=2[CH2:40][CH3:41])[N:8]=1)(=O)=O.FC(F)(F)C(O)=O.[NH2:51][CH2:52][C:53]1[CH:58]=[CH:57][CH:56]=[CH:55][C:54]=1[N:59]([CH2:64][CH2:65][CH3:66])[S:60]([CH3:63])(=[O:62])=[O:61].C(N(CC)CC)C. Product: [CH2:40]([C:25]1[CH:26]=[C:27]([OH:31])[C:28]([F:30])=[CH:29][C:24]=1[C:9]1[N:8]=[C:7]([NH:51][CH2:52][C:53]2[CH:58]=[CH:57][CH:56]=[CH:55][C:54]=2[N:59]([CH2:64][CH2:65][CH3:66])[S:60]([CH3:63])(=[O:62])=[O:61])[C:12]2[CH:13]=[N:14][NH:15][C:11]=2[CH:10]=1)[CH3:41]. The catalyst class is: 3. (2) Reactant: [CH3:1][O:2][C:3]1[C:8]2[N:9]=[C:10]([NH2:12])[S:11][C:7]=2[C:6]([N:13]([CH2:15][CH2:16][O:17][CH3:18])[CH3:14])=[CH:5][CH:4]=1.C(N(C(C)C)C(C)C)C.[Cl:28][CH2:29][C:30]1[CH:38]=[CH:37][C:33]([C:34](Cl)=[O:35])=[CH:32][CH:31]=1. Product: [Cl:28][CH2:29][C:30]1[CH:38]=[CH:37][C:33]([C:34]([NH:12][C:10]2[S:11][C:7]3[C:6]([N:13]([CH2:15][CH2:16][O:17][CH3:18])[CH3:14])=[CH:5][CH:4]=[C:3]([O:2][CH3:1])[C:8]=3[N:9]=2)=[O:35])=[CH:32][CH:31]=1. The catalyst class is: 266. (3) Reactant: [Br:1][C:2]1[CH:7]=[CH:6][C:5]([N:8]2[CH2:13][CH2:12][N:11]([C:14](=[O:18])[C:15]([O-:17])=[O:16])[CH2:10][CH2:9]2)=[C:4]([C:19]([CH3:22])([CH3:21])[CH3:20])[CH:3]=1.[OH-].[Li+].Cl. Product: [Br:1][C:2]1[CH:7]=[CH:6][C:5]([N:8]2[CH2:13][CH2:12][N:11]([C:14](=[O:18])[C:15]([OH:17])=[O:16])[CH2:10][CH2:9]2)=[C:4]([C:19]([CH3:22])([CH3:21])[CH3:20])[CH:3]=1. The catalyst class is: 1. (4) Reactant: [CH2:1]([NH:5][C:6](=[O:17])[C@@H:7]([OH:16])[C@@H:8]([N:13]=[N+]=[N-])[CH2:9][CH2:10][CH2:11][CH3:12])[CH2:2][CH2:3][CH3:4]. Product: [CH2:1]([NH:5][C:6](=[O:17])[C@@H:7]([OH:16])[C@@H:8]([NH2:13])[CH2:9][CH2:10][CH2:11][CH3:12])[CH2:2][CH2:3][CH3:4]. The catalyst class is: 352.